This data is from Peptide-MHC class I binding affinity with 185,985 pairs from IEDB/IMGT. The task is: Regression. Given a peptide amino acid sequence and an MHC pseudo amino acid sequence, predict their binding affinity value. This is MHC class I binding data. (1) The peptide sequence is HIGPGRAFY. The MHC is HLA-A24:02 with pseudo-sequence HLA-A24:02. The binding affinity (normalized) is 0.0398. (2) The peptide sequence is REIGFIVPG. The MHC is HLA-B18:01 with pseudo-sequence HLA-B18:01. The binding affinity (normalized) is 0.108. (3) The peptide sequence is IITVGMLIY. The MHC is HLA-A33:01 with pseudo-sequence HLA-A33:01. The binding affinity (normalized) is 0.348. (4) The peptide sequence is MSRKLHRYI. The MHC is HLA-A03:01 with pseudo-sequence HLA-A03:01. The binding affinity (normalized) is 0.0847.